From a dataset of Reaction yield outcomes from USPTO patents with 853,638 reactions. Predict the reaction yield, written as a fraction of the theoretical maximum amount of product (1.0 means a 100% yield; for example, 0.34 means a 34% yield). (1) The reactants are [OH:1][C:2]1[CH:9]=[CH:8][C:7]([CH3:10])=[CH:6][C:3]=1[CH:4]=O.C([O-])([O-])=O.[K+].[K+].Br[CH2:18][C:19]([O:21][CH2:22][CH3:23])=[O:20]. The catalyst is CN(C=O)C. The product is [CH3:10][C:7]1[CH:8]=[CH:9][C:2]2[O:1][C:18]([C:19]([O:21][CH2:22][CH3:23])=[O:20])=[CH:4][C:3]=2[CH:6]=1. The yield is 0.310. (2) The reactants are CCN(C(C)C)C(C)C.[NH2:10][CH:11]1[CH2:16][CH2:15][CH2:14][N:13](C(OC(C)(C)C)=O)[CH2:12]1.F[P-](F)(F)(F)(F)F.Br[P+](N1CCCC1)(N1CCCC1)N1CCCC1.[NH2:48][C:49]1[C:50]([C:67]2[O:71][C:70](=O)[NH:69][N:68]=2)=[N:51][C:52]([C:55]2[CH:60]=[CH:59][C:58]([S:61]([CH:64]([CH3:66])[CH3:65])(=[O:63])=[O:62])=[CH:57][CH:56]=2)=[CH:53][N:54]=1.Cl. The catalyst is CN(C=O)C.CS(C)=O.CCOC(C)=O.C(=O)([O-])O.[Na+]. The product is [NH2:48][C:49]1[C:50]([C:67]2[O:71][C:70]([NH:10][CH:11]3[CH2:16][CH2:15][CH2:14][NH:13][CH2:12]3)=[N:69][N:68]=2)=[N:51][C:52]([C:55]2[CH:60]=[CH:59][C:58]([S:61]([CH:64]([CH3:65])[CH3:66])(=[O:63])=[O:62])=[CH:57][CH:56]=2)=[CH:53][N:54]=1. The yield is 0.200. (3) The reactants are [C:1]([O:4][C@H:5]1[C@@H](O)[C@H](N=[N+]=[N-])[C@@H](C)O[C@@H:6]1[O:7][C@H:8]1[O:47][C@H:46]([CH3:48])[C@@H:45]([N:49]=[N+:50]=[N-:51])[C@H:36]([O:37][CH2:38][C:39]2[CH:44]=[CH:43][CH:42]=[CH:41][CH:40]=2)[C@@H:9]1[O:10][C@@:11]1(CC=C)[O:28][C@H:27]([CH3:29])[C@@H:26]([N:30]=[N+:31]=[N-:32])[C@H:17]([O:18][CH2:19][C:20]2[CH:25]=[CH:24][CH:23]=[CH:22][CH:21]=2)[C@@H:12]1[O:13][C:14](=[O:16])[CH3:15])(=[O:3])[CH3:2].[C:61]([O-:64])([OH:63])=O.[Na+]. The catalyst is C(O[Na])(C)=O.CC(O)=O.O.Cl[Pd]Cl. The product is [C:14]([O:13][C@H:12]1[C@@H:17]([O:18][CH2:19][C:20]2[CH:21]=[CH:22][CH:23]=[CH:24][CH:25]=2)[C@H:26]([N:30]=[N+:31]=[N-:32])[C@@H:27]([CH3:29])[O:28][C@@H:11]1[O:10][C@H:9]1[C@@H:36]([O:37][CH2:38][C:39]2[CH:40]=[CH:41][CH:42]=[CH:43][CH:44]=2)[C@H:45]([N:49]=[N+:50]=[N-:51])[C@@H:46]([CH3:48])[O:47][C@@H:8]1[O:7][C@H:6]1[C@H:26]([N:30]=[N+:31]=[N-:32])[C@@H:17]([CH3:12])[O:64][C@H:61]([OH:63])[C@H:5]1[O:4][C:1](=[O:3])[CH3:2])(=[O:16])[CH3:15]. The yield is 0.730. (4) The reactants are C[O:2][C:3](=[O:30])[CH2:4][CH2:5][C:6]([CH3:29])=[CH:7][CH2:8][C:9]1[C:10]([O:22][CH2:23][CH2:24][Si:25]([CH3:28])([CH3:27])[CH3:26])=[C:11]2[C:15](=[C:16]([CH3:20])[C:17]=1[O:18][CH3:19])[CH2:14][O:13][C:12]2=[O:21].[OH-].[Na+].Cl. The catalyst is CO.O. The product is [CH3:19][O:18][C:17]1[C:16]([CH3:20])=[C:15]2[C:11]([C:12](=[O:21])[O:13][CH2:14]2)=[C:10]([O:22][CH2:23][CH2:24][Si:25]([CH3:27])([CH3:26])[CH3:28])[C:9]=1[CH2:8][CH:7]=[C:6]([CH3:29])[CH2:5][CH2:4][C:3]([OH:30])=[O:2]. The yield is 0.830. (5) The reactants are [C:1]([C:3]1[C:4]([CH3:9])=[N:5][CH:6]=[CH:7][CH:8]=1)#[N:2].O.[Se](=O)=[O:12]. The catalyst is O1CCOCC1. The product is [C:1]([C:3]1[C:4]([CH:9]=[O:12])=[N:5][CH:6]=[CH:7][CH:8]=1)#[N:2]. The yield is 0.100.